Dataset: Forward reaction prediction with 1.9M reactions from USPTO patents (1976-2016). Task: Predict the product of the given reaction. (1) Given the reactants [Cl:1][C:2]1[C:3]([CH3:24])=[C:4]([CH:21]=[CH:22][CH:23]=1)[CH2:5][NH:6][C:7]1[N:12]=[C:11]([NH:13][CH2:14][CH2:15][CH3:16])[N:10]=[C:9]([NH:17][CH2:18][C:19]#[CH:20])[N:8]=1.Cl.C(OCC)C.Cl.C(ONC1N=C(NCCC)N=C(NCC#C)N=1)(C)(C)C, predict the reaction product. The product is: [ClH:1].[Cl:1][C:2]1[C:3]([CH3:24])=[C:4]([CH:21]=[CH:22][CH:23]=1)[CH2:5][NH:6][C:7]1[N:8]=[C:9]([NH:17][CH2:18][CH2:19][CH3:20])[N:10]=[C:11]([NH:13][CH2:14][C:15]#[CH:16])[N:12]=1. (2) Given the reactants [C:1]([C:4]1[CH:5]=[C:6](B(O)O)[CH:7]=[CH:8][CH:9]=1)(=[O:3])[CH3:2].[F-].[K+].Cl[C:16]1[CH:17]=[N:18][CH:19]=[CH:20][CH:21]=1, predict the reaction product. The product is: [C:1]([C:4]1[CH:5]=[C:6]([C:16]2[CH:17]=[N:18][CH:19]=[CH:20][CH:21]=2)[CH:7]=[CH:8][CH:9]=1)(=[O:3])[CH3:2]. (3) Given the reactants [Cl:1][C:2]1[C:3]2[C:10](C)=[CH:9][NH:8][C:4]=2[N:5]=[CH:6][N:7]=1.[Cl:12]N1C(=O)CCC1=O, predict the reaction product. The product is: [Cl:1][C:2]1[C:3]2[C:10]([Cl:12])=[CH:9][NH:8][C:4]=2[N:5]=[CH:6][N:7]=1.